This data is from Peptide-MHC class II binding affinity with 134,281 pairs from IEDB. The task is: Regression. Given a peptide amino acid sequence and an MHC pseudo amino acid sequence, predict their binding affinity value. This is MHC class II binding data. The peptide sequence is AYGIPKVPPGPNITA. The MHC is HLA-DQA10104-DQB10503 with pseudo-sequence HLA-DQA10104-DQB10503. The binding affinity (normalized) is 0.